Dataset: Forward reaction prediction with 1.9M reactions from USPTO patents (1976-2016). Task: Predict the product of the given reaction. (1) The product is: [CH:1]1([O:5][CH2:6][C:7]2[C:15]3[C:14](=[O:16])[N:13]([CH2:17][O:18][CH2:19][CH2:20][Si:21]([CH3:24])([CH3:22])[CH3:23])[N:12]=[CH:11][C:10]=3[NH:9][C:8]=2[C:33]2[CH:38]=[CH:37][C:36]([O:39][CH:40]([F:41])[F:42])=[C:35]([O:43][CH:44]3[CH2:46][CH2:45]3)[CH:34]=2)[CH2:4][CH2:3][CH2:2]1. Given the reactants [CH:1]1([O:5][CH2:6][C:7]2[C:15]3[C:14](=[O:16])[N:13]([CH2:17][O:18][CH2:19][CH2:20][Si:21]([CH3:24])([CH3:23])[CH3:22])[N:12]=[CH:11][C:10]=3[N:9](COCC[Si](C)(C)C)[C:8]=2[C:33]2[CH:38]=[CH:37][C:36]([O:39][CH:40]([F:42])[F:41])=[C:35]([O:43][CH:44]3[CH2:46][CH2:45]3)[CH:34]=2)[CH2:4][CH2:3][CH2:2]1.C1(OC2C=C(C3N(COCC[Si](C)(C)C)C4C=NN(COCC[Si](C)(C)C)C(=O)C=4C=3C)C=CC=2OC(F)F)CC1, predict the reaction product. (2) The product is: [CH2:1]([O:8][C:9]1[CH:10]=[C:11]([C:15]2[N:16]=[C:17]([C:18]([CH3:21])([CH3:20])[CH3:19])[N:24]3[CH:25]=[CH:26][N:27]=[C:28]([NH2:46])[C:23]=23)[CH:12]=[CH:13][CH:14]=1)[C:2]1[CH:7]=[CH:6][CH:5]=[CH:4][CH:3]=1. Given the reactants [CH2:1]([O:8][C:9]1[CH:10]=[C:11]([CH:15]([C:23]2[C:28](Cl)=[N:27][CH:26]=[CH:25][N:24]=2)[NH:16][C:17](=O)[C:18]([CH3:21])([CH3:20])[CH3:19])[CH:12]=[CH:13][CH:14]=1)[C:2]1[CH:7]=[CH:6][CH:5]=[CH:4][CH:3]=1.C(OC1C=C(C(N)C2C(Cl)=NC=C[N:46]=2)C=CC=1)C1C=CC=CC=1.CCN(CC)CC.C(Cl)(=O)C(C)(C)C, predict the reaction product. (3) Given the reactants Cl[C:2]1[CH:3]=[C:4]([NH:8][C:9]2[N:14]=[CH:13][C:12]([C:15]([N:17]3[CH2:22][CH2:21][O:20][CH2:19][CH2:18]3)=[O:16])=[CH:11][CH:10]=2)[N:5]=[N:6][CH:7]=1.[C:23]([C:27]1[CH:28]=[C:29]2[C:34](=[C:35]([F:37])[CH:36]=1)[C:33](=[O:38])[N:32]([C:39]1[CH:49]=[CH:48][CH:47]=[C:46](B3OC(C)(C)C(C)(C)O3)[C:40]=1[CH2:41][O:42][C:43](=[O:45])[CH3:44])[N:31]=[CH:30]2)([CH3:26])([CH3:25])[CH3:24].C([O-])([O-])=O.[K+].[K+].CC(C1C=C(C(C)C)C(C2C=CC=CC=2P(C2CCCCC2)C2CCCCC2)=C(C(C)C)C=1)C, predict the reaction product. The product is: [C:23]([C:27]1[CH:28]=[C:29]2[C:34](=[C:35]([F:37])[CH:36]=1)[C:33](=[O:38])[N:32]([C:39]1[CH:49]=[CH:48][CH:47]=[C:46]([C:2]3[CH:3]=[C:4]([NH:8][C:9]4[CH:10]=[CH:11][C:12]([C:15]([N:17]5[CH2:22][CH2:21][O:20][CH2:19][CH2:18]5)=[O:16])=[CH:13][N:14]=4)[N:5]=[N:6][CH:7]=3)[C:40]=1[CH2:41][O:42][C:43](=[O:45])[CH3:44])[N:31]=[CH:30]2)([CH3:24])([CH3:25])[CH3:26]. (4) Given the reactants S(=O)(=O)(O)O.[N+:6]([O-:9])([OH:8])=[O:7].Br[CH2:11][CH2:12][CH2:13][CH2:14][C:15]([OH:17])=[O:16], predict the reaction product. The product is: [N+:6]([O:9][CH2:11][CH2:12][CH2:13][CH2:14][C:15]([OH:17])=[O:16])([O-:8])=[O:7].